From a dataset of NCI-60 drug combinations with 297,098 pairs across 59 cell lines. Regression. Given two drug SMILES strings and cell line genomic features, predict the synergy score measuring deviation from expected non-interaction effect. (1) Synergy scores: CSS=1.59, Synergy_ZIP=-5.27, Synergy_Bliss=-12.1, Synergy_Loewe=-11.4, Synergy_HSA=-8.30. Cell line: KM12. Drug 1: C1=CC(=CC=C1CCC2=CNC3=C2C(=O)NC(=N3)N)C(=O)NC(CCC(=O)O)C(=O)O. Drug 2: C1=CN(C=N1)CC(O)(P(=O)(O)O)P(=O)(O)O. (2) Drug 1: COC1=C(C=C2C(=C1)N=CN=C2NC3=CC(=C(C=C3)F)Cl)OCCCN4CCOCC4. Drug 2: C1=CC=C(C(=C1)C(C2=CC=C(C=C2)Cl)C(Cl)Cl)Cl. Cell line: COLO 205. Synergy scores: CSS=8.99, Synergy_ZIP=-2.33, Synergy_Bliss=1.84, Synergy_Loewe=-3.22, Synergy_HSA=2.55. (3) Synergy scores: CSS=4.86, Synergy_ZIP=-2.15, Synergy_Bliss=-1.91, Synergy_Loewe=-0.561, Synergy_HSA=-2.40. Drug 1: CS(=O)(=O)OCCCCOS(=O)(=O)C. Drug 2: COCCOC1=C(C=C2C(=C1)C(=NC=N2)NC3=CC=CC(=C3)C#C)OCCOC.Cl. Cell line: SF-295. (4) Synergy scores: CSS=22.6, Synergy_ZIP=-7.93, Synergy_Bliss=1.29, Synergy_Loewe=2.65, Synergy_HSA=2.91. Drug 1: C1=CN(C(=O)N=C1N)C2C(C(C(O2)CO)O)O.Cl. Cell line: SNB-75. Drug 2: N.N.Cl[Pt+2]Cl.